This data is from Forward reaction prediction with 1.9M reactions from USPTO patents (1976-2016). The task is: Predict the product of the given reaction. (1) The product is: [CH2:50]([N:57]1[CH2:61][C@H:60]([C:62]2[CH:63]=[CH:64][C:65]([Cl:68])=[CH:66][CH:67]=2)[C@@H:59]([C@@H:69]([O:27][C:24]2[CH:23]=[CH:22][C:21]([Cl:20])=[CH:26][N:25]=2)[CH3:70])[CH2:58]1)[C:51]1[CH:52]=[CH:53][CH:54]=[CH:55][CH:56]=1. Given the reactants C1C=CC(P(C2C=CC=CC=2)C2C=CC=CC=2)=CC=1.[Cl:20][C:21]1[CH:22]=[CH:23][C:24]([OH:27])=[N:25][CH:26]=1.C1C=CC(COC(/N=N/C(OCC2C=CC=CC=2)=O)=O)=CC=1.[CH2:50]([N:57]1[CH2:61][C@H:60]([C:62]2[CH:67]=[CH:66][C:65]([Cl:68])=[CH:64][CH:63]=2)[C@@H:59]([C@H:69](O)[CH3:70])[CH2:58]1)[C:51]1[CH:56]=[CH:55][CH:54]=[CH:53][CH:52]=1, predict the reaction product. (2) The product is: [F:1][C:2]1[CH:3]=[CH:4][C:5]([O:20][CH3:21])=[C:6]([C:8]([CH3:18])([CH3:19])[CH2:9][C:10]([C:13]([F:15])([F:16])[F:14])([OH:17])[CH2:11][NH:22][C:23]2[CH:32]=[CH:31][CH:30]=[C:29]3[C:24]=2[CH:25]=[CH:26][C:27]([O:33][CH3:34])=[N:28]3)[CH:7]=1. Given the reactants [F:1][C:2]1[CH:3]=[CH:4][C:5]([O:20][CH3:21])=[C:6]([C:8]([CH3:19])([CH3:18])[CH2:9][C:10]([OH:17])([C:13]([F:16])([F:15])[F:14])[CH:11]=O)[CH:7]=1.[NH2:22][C:23]1[CH:32]=[CH:31][CH:30]=[C:29]2[C:24]=1[CH:25]=[CH:26][C:27]([O:33][CH3:34])=[N:28]2.C(O[BH-](OC(=O)C)OC(=O)C)(=O)C.[Na+].C1(C)C=CC=CC=1, predict the reaction product. (3) The product is: [CH2:12]([O:14][C:15]1[C:18](=[O:19])[C:17](=[O:22])[C:16]=1[NH:9][C:5]1[CH:6]=[N:7][CH:8]=[C:3]([C:2]([F:1])([F:10])[F:11])[CH:4]=1)[CH3:13]. Given the reactants [F:1][C:2]([F:11])([F:10])[C:3]1[CH:4]=[C:5]([NH2:9])[CH:6]=[N:7][CH:8]=1.[CH2:12]([O:14][C:15]1[C:16](=O)[C:17](=[O:22])[C:18]=1[O:19]CC)[CH3:13], predict the reaction product. (4) Given the reactants [CH3:1][C:2]1[N:7]=[C:6]([C:8]([OH:10])=O)[C:5]([N:11]2[N:15]=[CH:14][CH:13]=[N:12]2)=[CH:4][CH:3]=1.CN(C(ON1N=NC2C=CC=CC1=2)=[N+](C)C)C.F[P-](F)(F)(F)(F)F.Cl.[N:41]1[CH:46]=[CH:45][CH:44]=[C:43]([O:47][CH2:48][CH:49]2[CH2:54][CH:53]3[NH:55][CH:50]2[CH2:51][CH2:52]3)[N:42]=1.C([O-])(O)=O.[Na+], predict the reaction product. The product is: [CH3:1][C:2]1[N:7]=[C:6]([C:8]([N:55]2[CH:53]3[CH2:52][CH2:51][CH:50]2[CH:49]([CH2:48][O:47][C:43]2[N:42]=[N:41][CH:46]=[CH:45][CH:44]=2)[CH2:54]3)=[O:10])[C:5]([N:11]2[N:15]=[CH:14][CH:13]=[N:12]2)=[CH:4][CH:3]=1. (5) Given the reactants Cl.[CH:2]1([NH:8][NH2:9])[CH2:7][CH2:6][CH2:5][CH2:4][CH2:3]1.C(Cl)Cl.[C:13](OCC)(=[O:18])[CH2:14][C:15]([CH3:17])=O.CC(OC)(C)C, predict the reaction product. The product is: [CH:2]1([N:8]2[C:13](=[O:18])[CH:14]=[C:15]([CH3:17])[NH:9]2)[CH2:7][CH2:6][CH2:5][CH2:4][CH2:3]1. (6) Given the reactants [C:1]([C:5]1[CH:6]=[C:7]2[C:12](=[CH:13][CH:14]=1)[N:11]=[C:10]1[S:15][C:16]([C:18](O)=[O:19])=[CH:17][C:9]1=[CH:8]2)([CH3:4])([CH3:3])[CH3:2].[C:21]([O:25][C:26](=[O:31])[NH:27][CH2:28][CH2:29][NH2:30])([CH3:24])([CH3:23])[CH3:22].C(N(CC)CC)C, predict the reaction product. The product is: [C:21]([O:25][C:26](=[O:31])[NH:27][CH2:28][CH2:29][NH:30][C:18]([C:16]1[S:15][C:10]2=[N:11][C:12]3[C:7]([CH:8]=[C:9]2[CH:17]=1)=[CH:6][C:5]([C:1]([CH3:2])([CH3:4])[CH3:3])=[CH:14][CH:13]=3)=[O:19])([CH3:24])([CH3:22])[CH3:23].